Dataset: Catalyst prediction with 721,799 reactions and 888 catalyst types from USPTO. Task: Predict which catalyst facilitates the given reaction. (1) Reactant: [C:1]([NH:4][C:5]1[CH:10]=[C:9]([C:11]2[CH:16]=[CH:15][C:14]([Si](C)(C)C3C=CC=CC=3)=[C:13]([F:26])[C:12]=2[CH3:27])[N:8]=[C:7]([C:28]([O:30][CH3:31])=[O:29])[C:6]=1[Cl:32])(=[O:3])[CH3:2].[I:33]Cl. Product: [C:1]([NH:4][C:5]1[CH:10]=[C:9]([C:11]2[CH:16]=[CH:15][C:14]([I:33])=[C:13]([F:26])[C:12]=2[CH3:27])[N:8]=[C:7]([C:28]([O:30][CH3:31])=[O:29])[C:6]=1[Cl:32])(=[O:3])[CH3:2]. The catalyst class is: 2. (2) Reactant: [O:1]=[C:2]([N:16]1[CH2:21][CH2:20][N:19]2[C:22]([C:25]([F:28])([F:27])[F:26])=[N:23][N:24]=[C:18]2[CH2:17]1)[CH2:3][C@H:4]([NH2:15])[CH2:5][C:6]1[CH:11]=[C:10]([F:12])[C:9]([F:13])=[CH:8][C:7]=1[F:14].[C:29]1([S:35]([OH:38])(=[O:37])=[O:36])[CH:34]=[CH:33][CH:32]=[CH:31][CH:30]=1. Product: [C:29]1([S:35]([OH:38])(=[O:37])=[O:36])[CH:34]=[CH:33][CH:32]=[CH:31][CH:30]=1.[O:1]=[C:2]([N:16]1[CH2:21][CH2:20][N:19]2[C:22]([C:25]([F:28])([F:27])[F:26])=[N:23][N:24]=[C:18]2[CH2:17]1)[CH2:3][C@H:4]([NH2:15])[CH2:5][C:6]1[CH:11]=[C:10]([F:12])[C:9]([F:13])=[CH:8][C:7]=1[F:14]. The catalyst class is: 480. (3) Product: [CH2:40]([O:1][C:2]1[C:11](=[O:12])[C:10]2[C:5](=[CH:6][C:7]([I:13])=[CH:8][CH:9]=2)[O:4][C:3]=1[C:14]1[CH:15]=[C:16]([O:30][CH3:31])[C:17]([O:22][CH2:23][C:24]2[CH:25]=[CH:26][CH:27]=[CH:28][CH:29]=2)=[C:18]([O:20][CH3:21])[CH:19]=1)[C:41]1[CH:46]=[CH:45][CH:44]=[CH:43][CH:42]=1. Reactant: [OH:1][C:2]1[C:11](=[O:12])[C:10]2[C:5](=[CH:6][C:7]([I:13])=[CH:8][CH:9]=2)[O:4][C:3]=1[C:14]1[CH:19]=[C:18]([O:20][CH3:21])[C:17]([O:22][CH2:23][C:24]2[CH:29]=[CH:28][CH:27]=[CH:26][CH:25]=2)=[C:16]([O:30][CH3:31])[CH:15]=1.C(=O)([O-])[O-].[K+].[K+].[I-].[K+].[CH2:40](Cl)[C:41]1[CH:46]=[CH:45][CH:44]=[CH:43][CH:42]=1. The catalyst class is: 21.